From a dataset of Forward reaction prediction with 1.9M reactions from USPTO patents (1976-2016). Predict the product of the given reaction. (1) Given the reactants [CH:1]1([S:4]([C:7]2[CH:8]=[C:9]([CH:11]=[C:12]([O:14][CH3:15])[CH:13]=2)[NH2:10])(=[O:6])=[O:5])[CH2:3][CH2:2]1.[C:16]([C:20]1[CH:24]=[C:23]([NH:25][C:26]([NH:28][C:29]2[C:38]3[C:33](=[CH:34][CH:35]=[CH:36][CH:37]=3)[C:32]([O:39][C:40]3[CH:45]=[CH:44][N:43]=[C:42](Cl)[N:41]=3)=[CH:31][CH:30]=2)=[O:27])[N:22]([C:47]2[CH:48]=[N:49][C:50]([O:53][CH3:54])=[CH:51][CH:52]=2)[N:21]=1)([CH3:19])([CH3:18])[CH3:17].C([O-])(O)=O.[Na+], predict the reaction product. The product is: [C:16]([C:20]1[CH:24]=[C:23]([NH:25][C:26]([NH:28][C:29]2[C:38]3[C:33](=[CH:34][CH:35]=[CH:36][CH:37]=3)[C:32]([O:39][C:40]3[CH:45]=[CH:44][N:43]=[C:42]([NH:10][C:9]4[CH:11]=[C:12]([O:14][CH3:15])[CH:13]=[C:7]([S:4]([CH:1]5[CH2:3][CH2:2]5)(=[O:6])=[O:5])[CH:8]=4)[N:41]=3)=[CH:31][CH:30]=2)=[O:27])[N:22]([C:47]2[CH:48]=[N:49][C:50]([O:53][CH3:54])=[CH:51][CH:52]=2)[N:21]=1)([CH3:19])([CH3:17])[CH3:18]. (2) Given the reactants [CH3:1][C:2]1[CH:7]=[CH:6][C:5]([S:8]([O:11][CH2:12][C@@H:13]2[O:18][C:17]3[C:19]([CH:26]=[CH:27][CH3:28])=[C:20]([N+:23]([O-:25])=[O:24])[CH:21]=[CH:22][C:16]=3[O:15][CH2:14]2)(=[O:10])=[O:9])=[CH:4][CH:3]=1.[Se](=O)=[O:30].O, predict the reaction product. The product is: [CH3:1][C:2]1[CH:7]=[CH:6][C:5]([S:8]([O:11][CH2:12][CH:13]2[O:18][C:17]3[C:19]([CH:26]=[CH:27][CH:28]=[O:30])=[C:20]([N+:23]([O-:25])=[O:24])[CH:21]=[CH:22][C:16]=3[O:15][CH2:14]2)(=[O:9])=[O:10])=[CH:4][CH:3]=1. (3) Given the reactants Cl.[NH2:2][C@H:3]1[CH2:8][CH2:7][CH2:6][CH2:5][C@H:4]1[CH2:9][OH:10].C([O-])([O-])=O.[Na+].[Na+].Cl[C:18]([O:20][CH2:21][C:22]1[CH:27]=[CH:26][CH:25]=[CH:24][CH:23]=1)=[O:19], predict the reaction product. The product is: [CH2:21]([O:20][C:18](=[O:19])[NH:2][C@@H:3]1[CH2:8][CH2:7][CH2:6][CH2:5][C@@H:4]1[CH2:9][OH:10])[C:22]1[CH:27]=[CH:26][CH:25]=[CH:24][CH:23]=1.